Task: Predict the reaction yield, written as a fraction of the theoretical maximum amount of product (1.0 means a 100% yield; for example, 0.34 means a 34% yield).. Dataset: Reaction yield outcomes from USPTO patents with 853,638 reactions (1) The reactants are [Br:1][C:2]1[CH:3]=[C:4]([N+:9]([O-:11])=[O:10])[C:5](Cl)=[N:6][CH:7]=1.[C:12]([O:16][C:17](=[O:26])[NH:18][CH2:19][CH:20]1[CH2:25][CH2:24][NH:23][CH2:22][CH2:21]1)([CH3:15])([CH3:14])[CH3:13].C(=O)([O-])[O-].[K+].[K+]. The catalyst is CN(C)C=O.O. The product is [C:12]([O:16][C:17](=[O:26])[NH:18][CH2:19][CH:20]1[CH2:21][CH2:22][N:23]([C:5]2[C:4]([N+:9]([O-:11])=[O:10])=[CH:3][C:2]([Br:1])=[CH:7][N:6]=2)[CH2:24][CH2:25]1)([CH3:15])([CH3:13])[CH3:14]. The yield is 0.900. (2) The catalyst is [OH-].[Na+]. The yield is 0.920. The product is [O:16]=[C:15]1[C:14]2[C:9](=[CH:10][CH:11]=[CH:12][CH:13]=2)[NH:8][CH:7]=[C:6]1[C:4]([OH:5])=[O:3]. The reactants are C([O:3][C:4]([C:6]1[CH:7]=[N:8][C:9]2[C:14]([C:15]=1[OH:16])=[CH:13][CH:12]=[CH:11][CH:10]=2)=[O:5])C. (3) The reactants are [C:1]([O:4][CH2:5][C:6]1[C:7]([N:40]2[CH2:51][CH2:50][N:49]3[C:42](=[CH:43][C:44]4[CH2:45][C:46]([CH3:53])([CH3:52])[CH2:47][C:48]=43)[C:41]2=[O:54])=[N:8][CH:9]=[CH:10][C:11]=1[C:12]1[CH:13]=[C:14]([NH:20][C:21]2[N:26]=[CH:25][C:24]([N:27]3[CH2:32][CH2:31][N:30](C(OC(C)(C)C)=O)[CH2:29][CH2:28]3)=[CH:23][CH:22]=2)[C:15](=[O:19])[N:16]([CH3:18])[CH:17]=1)(=[O:3])[CH3:2].Cl.CO. No catalyst specified. The product is [C:1]([O:4][CH2:5][C:6]1[C:7]([N:40]2[CH2:51][CH2:50][N:49]3[C:42](=[CH:43][C:44]4[CH2:45][C:46]([CH3:53])([CH3:52])[CH2:47][C:48]=43)[C:41]2=[O:54])=[N:8][CH:9]=[CH:10][C:11]=1[C:12]1[CH:13]=[C:14]([NH:20][C:21]2[CH:22]=[CH:23][C:24]([N:27]3[CH2:32][CH2:31][NH:30][CH2:29][CH2:28]3)=[CH:25][N:26]=2)[C:15](=[O:19])[N:16]([CH3:18])[CH:17]=1)(=[O:3])[CH3:2]. The yield is 0.870. (4) The reactants are [CH2:1]1[CH:6]2[CH2:7][CH2:8][CH2:9][N:5]2[CH2:4][CH2:3][N:2]1[C:10]1[CH:19]=[CH:18][C:13]([C:14]([O:16]C)=O)=[CH:12][CH:11]=1.[NH2:20][C:21]1[N:25](C(OC(C)(C)C)=O)[N:24]=[C:23]([CH2:33][CH2:34][C:35]2[CH:40]=[C:39]([O:41][CH3:42])[CH:38]=[C:37]([O:43][CH3:44])[CH:36]=2)[CH:22]=1.C[Si]([N-][Si](C)(C)C)(C)C.[Na+]. The catalyst is C1COCC1. The product is [CH2:1]1[CH:6]2[CH2:7][CH2:8][CH2:9][N:5]2[CH2:4][CH2:3][N:2]1[C:10]1[CH:11]=[CH:12][C:13]([C:14]([NH:20][C:21]2[NH:25][N:24]=[C:23]([CH2:33][CH2:34][C:35]3[CH:40]=[C:39]([O:41][CH3:42])[CH:38]=[C:37]([O:43][CH3:44])[CH:36]=3)[CH:22]=2)=[O:16])=[CH:18][CH:19]=1. The yield is 0.100. (5) The catalyst is O.CC(C)=O. The product is [CH2:1]([S:3][C:36]([S:38][C:14]([CH3:5])([CH3:24])[C:15]([OH:34])=[O:23])=[S:37])[CH3:2]. The yield is 0.490. The reactants are [CH2:1]([SH:3])[CH3:2].[Cl-].[C:5]([C:14]([NH3+])([C:24](=O)CCCCCCC)[C:15](=[O:23])CCCCCCC)(=O)CCCCCCC.[OH-:34].[Na+].[C:36](=[S:38])=[S:37].C(Cl)(Cl)Cl.Cl.